This data is from Full USPTO retrosynthesis dataset with 1.9M reactions from patents (1976-2016). The task is: Predict the reactants needed to synthesize the given product. (1) Given the product [CH3:12][O:5][C:4](=[O:6])[C:3]1[CH:7]=[CH:8][C:9]([CH3:11])=[CH:10][C:2]=1[OH:1], predict the reactants needed to synthesize it. The reactants are: [OH:1][C:2]1[CH:10]=[C:9]([CH3:11])[CH:8]=[CH:7][C:3]=1[C:4]([OH:6])=[O:5].[CH3:12][Si](C=[N+]=[N-])(C)C. (2) Given the product [Cl:1][C:2]1[CH:7]=[CH:6][C:5]([C:8]2[C:17]3[C:12](=[CH:13][C:14]([S:18]([NH:40][C:38]4[S:37][N:36]=[C:35]([CH3:34])[N:39]=4)(=[O:21])=[O:20])=[CH:15][CH:16]=3)[CH:11]=[CH:10][N:9]=2)=[C:4]([CH3:33])[CH:3]=1, predict the reactants needed to synthesize it. The reactants are: [Cl:1][C:2]1[CH:7]=[CH:6][C:5]([C:8]2[C:17]3[C:12](=[CH:13][C:14]([S:18]([O:21]C4C(F)=C(F)C(F)=C(F)C=4F)(=[O:20])=O)=[CH:15][CH:16]=3)[CH:11]=[CH:10][N:9]=2)=[C:4]([CH3:33])[CH:3]=1.[CH3:34][C:35]1[N:39]=[C:38]([NH2:40])[S:37][N:36]=1.C(=O)([O-])[O-].[Cs+].[Cs+].CN(C=O)C. (3) Given the product [Cl:1][C:2]1[C:11]2[C:6](=[CH:7][CH:8]=[C:9]([C:12]([C:14]3[O:18][C:17]([CH3:19])=[N:16][C:15]=3[CH3:20])=[O:13])[CH:10]=2)[N:5]=[C:4]([O:21][CH3:22])[C:3]=1[CH2:23][C:24]1[CH:25]=[CH:26][C:27]([C:30]([F:32])([F:31])[F:33])=[CH:28][CH:29]=1, predict the reactants needed to synthesize it. The reactants are: [Cl:1][C:2]1[C:11]2[C:6](=[CH:7][CH:8]=[C:9]([CH:12]([C:14]3[O:18][C:17]([CH3:19])=[N:16][C:15]=3[CH3:20])[OH:13])[CH:10]=2)[N:5]=[C:4]([O:21][CH3:22])[C:3]=1[CH2:23][C:24]1[CH:29]=[CH:28][C:27]([C:30]([F:33])([F:32])[F:31])=[CH:26][CH:25]=1.[Al]. (4) Given the product [Cl:1][C:2]1[CH:3]=[CH:4][C:5]([NH:10][C:11]2[C:16]([Cl:17])=[CH:15][N:14]=[C:13]([NH:25][C:23]3[N:22]([CH:26]([CH3:28])[CH3:27])[N:21]=[C:20]([CH3:19])[CH:24]=3)[CH:12]=2)=[C:6]([CH:9]=1)[C:7]#[N:8], predict the reactants needed to synthesize it. The reactants are: [Cl:1][C:2]1[CH:3]=[CH:4][C:5]([NH:10][C:11]2[C:16]([Cl:17])=[CH:15][N:14]=[C:13](Cl)[CH:12]=2)=[C:6]([CH:9]=1)[C:7]#[N:8].[CH3:19][C:20]1[CH:24]=[C:23]([NH2:25])[N:22]([CH:26]([CH3:28])[CH3:27])[N:21]=1.C(=O)([O-])[O-].[Cs+].[Cs+].C1C=CC(P(C2C(OC3C(P(C4C=CC=CC=4)C4C=CC=CC=4)=CC=CC=3)=CC=CC=2)C2C=CC=CC=2)=CC=1. (5) Given the product [CH:32]1([C@@H:35]2[O:40][CH2:39][C@:38]3([C:41]4[CH:46]=[CH:45][C:44]([F:47])=[CH:43][C:42]=4[F:48])[N:49]=[C:50]([NH:52][C:53](=[O:60])[C:54]4[CH:55]=[CH:56][CH:57]=[CH:58][CH:59]=4)[S:51][C@H:61]([CH3:62])[C@@H:37]3[CH2:36]2)[CH2:34][CH2:33]1, predict the reactants needed to synthesize it. The reactants are: N(C(OCC)=O)=NC(OCC)=O.C1(P(C2C=CC=CC=2)C2C=CC=CC=2)C=CC=CC=1.[CH:32]1([C@@H:35]2[O:40][CH2:39][C@@:38]([NH:49][C:50]([NH:52][C:53](=[O:60])[C:54]3[CH:59]=[CH:58][CH:57]=[CH:56][CH:55]=3)=[S:51])([C:41]3[CH:46]=[CH:45][C:44]([F:47])=[CH:43][C:42]=3[F:48])[C@H:37]([C@@H:61](O)[CH3:62])[CH2:36]2)[CH2:34][CH2:33]1. (6) Given the product [CH:32]12[CH2:37][CH:35]([CH2:36]1)[CH2:34][N:33]2[C:2]1[CH:3]=[C:4]([C:8]2[N:9]=[C:10]3[C:16]([C:17](=[O:22])[C:18]([CH3:21])([CH3:20])[CH3:19])=[CH:15][N:14]([CH2:23][O:24][CH2:25][CH2:26][Si:27]([CH3:30])([CH3:29])[CH3:28])[C:11]3=[N:12][CH:13]=2)[CH:5]=[CH:6][CH:7]=1, predict the reactants needed to synthesize it. The reactants are: I[C:2]1[CH:3]=[C:4]([C:8]2[N:9]=[C:10]3[C:16]([C:17](=[O:22])[C:18]([CH3:21])([CH3:20])[CH3:19])=[CH:15][N:14]([CH2:23][O:24][CH2:25][CH2:26][Si:27]([CH3:30])([CH3:29])[CH3:28])[C:11]3=[N:12][CH:13]=2)[CH:5]=[CH:6][CH:7]=1.Cl.[CH:32]12[CH2:37][CH:35]([CH2:36]1)[CH2:34][NH:33]2. (7) Given the product [C:11]([O:10][C:8]([N:5]1[CH2:4][CH2:3][CH:2]([O:1][C:18]2[CH:25]=[CH:24][C:21]([C:22]#[N:23])=[CH:20][CH:19]=2)[CH2:7][CH2:6]1)=[O:9])([CH3:14])([CH3:13])[CH3:12], predict the reactants needed to synthesize it. The reactants are: [OH:1][CH:2]1[CH2:7][CH2:6][N:5]([C:8]([O:10][C:11]([CH3:14])([CH3:13])[CH3:12])=[O:9])[CH2:4][CH2:3]1.[H-].[Na+].F[C:18]1[CH:25]=[CH:24][C:21]([C:22]#[N:23])=[CH:20][CH:19]=1. (8) Given the product [Cl:1][C:2]1[CH:7]=[CH:6][C:5]([N:8]2[C:18](=[O:19])[C:13]3[N:14]=[CH:15][CH:16]=[CH:17][C:12]=3[NH:11][C:9]2=[S:10])=[CH:4][CH:3]=1, predict the reactants needed to synthesize it. The reactants are: [Cl:1][C:2]1[CH:7]=[CH:6][C:5]([N:8]=[C:9]=[S:10])=[CH:4][CH:3]=1.[NH2:11][C:12]1[C:13]([C:18](OCC)=[O:19])=[N:14][CH:15]=[CH:16][CH:17]=1. (9) Given the product [NH2:25][C@H:20]1[CH2:21][CH2:22][CH2:23][CH2:24][C@H:19]1[NH:18][C:6]1[N:7]=[C:8]([NH:9][C:10]2[CH:11]=[CH:12][C:13]([C:16]#[N:17])=[CH:14][CH:15]=2)[C:3]([C:1]#[N:2])=[N:4][CH:5]=1, predict the reactants needed to synthesize it. The reactants are: [C:1]([C:3]1[N:4]=[CH:5][C:6]([NH:18][C@@H:19]2[CH2:24][CH2:23][CH2:22][CH2:21][C@@H:20]2[NH:25]C(=O)OC(C)(C)C)=[N:7][C:8]=1[NH:9][C:10]1[CH:15]=[CH:14][C:13]([C:16]#[N:17])=[CH:12][CH:11]=1)#[N:2].